Dataset: Peptide-MHC class I binding affinity with 185,985 pairs from IEDB/IMGT. Task: Regression. Given a peptide amino acid sequence and an MHC pseudo amino acid sequence, predict their binding affinity value. This is MHC class I binding data. (1) The peptide sequence is QVPLRPMTSK. The MHC is HLA-B58:01 with pseudo-sequence HLA-B58:01. The binding affinity (normalized) is 0. (2) The peptide sequence is CRRLNTKYL. The MHC is HLA-C07:01 with pseudo-sequence HLA-C07:01. The binding affinity (normalized) is 0.523.